From a dataset of Forward reaction prediction with 1.9M reactions from USPTO patents (1976-2016). Predict the product of the given reaction. (1) Given the reactants [C:1]([N:8]([CH3:28])[CH:9]1[CH2:14][CH2:13][CH:12]([NH:15][CH2:16][C:17]2[CH:18]=[C:19](B(O)O)[CH:20]=[CH:21][C:22]=2[O:23][CH3:24])[CH2:11][CH2:10]1)([O:3][C:4]([CH3:7])([CH3:6])[CH3:5])=[O:2].Br[C:30]1[CH:35]=[CH:34][C:33]([NH:36][S:37]([CH3:40])(=[O:39])=[O:38])=[CH:32][CH:31]=1, predict the reaction product. The product is: [C:4]([O:3][C:1](=[O:2])[N:8]([CH:9]1[CH2:14][CH2:13][CH:12]([NH:15][CH2:16][C:17]2[CH:18]=[C:19]([C:30]3[CH:31]=[CH:32][C:33]([NH:36][S:37]([CH3:40])(=[O:38])=[O:39])=[CH:34][CH:35]=3)[CH:20]=[CH:21][C:22]=2[O:23][CH3:24])[CH2:11][CH2:10]1)[CH3:28])([CH3:7])([CH3:6])[CH3:5]. (2) Given the reactants [NH2:1][C:2]1[CH:3]=[C:4]([CH:9]=[CH:10][C:11]=1[O:12][CH2:13][C:14]1[CH:19]=[CH:18][CH:17]=[CH:16][CH:15]=1)[C:5]([O:7][CH3:8])=[O:6].Cl.[N:21]1([C:27]2([C:30](O)=[O:31])[CH2:29][CH2:28]2)[CH2:26][CH2:25][O:24][CH2:23][CH2:22]1.F[P-](F)(F)(F)(F)F.N1(O[P+](N2CCCC2)(N2CCCC2)N2CCCC2)C2C=CC=CC=2N=N1.C(N(C(C)C)CC)(C)C, predict the reaction product. The product is: [CH2:13]([O:12][C:11]1[CH:10]=[CH:9][C:4]([C:5]([O:7][CH3:8])=[O:6])=[CH:3][C:2]=1[NH:1][C:30]([C:27]1([N:21]2[CH2:26][CH2:25][O:24][CH2:23][CH2:22]2)[CH2:29][CH2:28]1)=[O:31])[C:14]1[CH:19]=[CH:18][CH:17]=[CH:16][CH:15]=1.